From a dataset of Catalyst prediction with 721,799 reactions and 888 catalyst types from USPTO. Predict which catalyst facilitates the given reaction. (1) Reactant: [CH2:1]([C:7]1([CH2:20][CH2:21][CH2:22][CH2:23][CH2:24][CH3:25])[C:19]2[CH:18]=[CH:17][CH:16]=[CH:15][C:14]=2[C:13]2[C:8]1=[CH:9][CH:10]=[CH:11][CH:12]=2)[CH2:2][CH2:3][CH2:4][CH2:5][CH3:6].Br[C:27]([CH3:32])([CH3:31])[C:28](Br)=[O:29].[Cl-].[Cl-].[Cl-].[Al+3]. Product: [CH2:20]([C:7]1([CH2:1][CH2:2][CH2:3][CH2:4][CH2:5][CH3:6])[C:19]2[CH:18]=[C:17]3[C:28](=[O:29])[CH:27]([CH3:32])[CH2:31][C:16]3=[CH:15][C:14]=2[C:13]2[C:8]1=[CH:9][CH:10]=[CH:11][CH:12]=2)[CH2:21][CH2:22][CH2:23][CH2:24][CH3:25]. The catalyst class is: 534. (2) Reactant: [Cl:1][C:2]1[CH:3]=[C:4]2[C:9](=[C:10]([N+:12]([O-])=O)[CH:11]=1)[N:8]=[CH:7][CH:6]=[CH:5]2.C(O)(=O)C.[OH-].[Na+].C(OCC)(=O)C. Product: [Cl:1][C:2]1[CH:3]=[C:4]2[C:9](=[C:10]([NH2:12])[CH:11]=1)[N:8]=[CH:7][CH:6]=[CH:5]2. The catalyst class is: 693.